This data is from Forward reaction prediction with 1.9M reactions from USPTO patents (1976-2016). The task is: Predict the product of the given reaction. (1) Given the reactants Cl[C:2]1[C:11]2[C:6](=[CH:7][CH:8]=[C:9]([N+:12]([O-:14])=[O:13])[CH:10]=2)[N:5]=[C:4]([C:15]2[CH:20]=[N:19][CH:18]=[CH:17][N:16]=2)[N:3]=1.[F:21][CH:22]([F:31])[O:23][C:24]1[CH:25]=[C:26]([NH2:30])[CH:27]=[CH:28][CH:29]=1.CCN(CC)CC, predict the reaction product. The product is: [F:21][CH:22]([F:31])[O:23][C:24]1[CH:25]=[C:26]([NH:30][C:2]2[C:11]3[C:6](=[CH:7][CH:8]=[C:9]([N+:12]([O-:14])=[O:13])[CH:10]=3)[N:5]=[C:4]([C:15]3[CH:20]=[N:19][CH:18]=[CH:17][N:16]=3)[N:3]=2)[CH:27]=[CH:28][CH:29]=1. (2) Given the reactants [NH:1]1[C:11]2[C:6](=[CH:7][CH:8]=[CH:9][CH:10]=2)[C:4](=[O:5])[C:2]1=[O:3].I[CH2:13][CH2:14][CH3:15].C(=O)([O-])[O-].[K+].[K+].O, predict the reaction product. The product is: [CH2:13]([N:1]1[C:11]2[C:6](=[CH:7][CH:8]=[CH:9][CH:10]=2)[C:4](=[O:5])[C:2]1=[O:3])[CH2:14][CH3:15]. (3) Given the reactants Cl.[Cl:2][C:3]1[CH:4]=[C:5]([NH:10][C:11]2[C:16]([NH:17][NH2:18])=[N:15][C:14]3=[N:19][O:20][N:21]=[C:13]3[N:12]=2)[CH:6]=[CH:7][C:8]=1[Cl:9].[O:22]1[CH:26]=[CH:25][CH:24]=[C:23]1[CH:27]=O, predict the reaction product. The product is: [Cl:2][C:3]1[CH:4]=[C:5]([NH:10][C:11]2[C:16]([NH:17][N:18]=[CH:27][C:23]3[O:22][CH:26]=[CH:25][CH:24]=3)=[N:15][C:14]3=[N:19][O:20][N:21]=[C:13]3[N:12]=2)[CH:6]=[CH:7][C:8]=1[Cl:9]. (4) Given the reactants [CH3:1][S:2]([CH2:5][CH2:6][CH2:7][O:8][C:9]1[CH:10]=[C:11]2[C:15](=[C:16]([N+:18]([O-])=O)[CH:17]=1)[NH:14][C:13]([C:21]([O:23][CH2:24][CH3:25])=[O:22])=[CH:12]2)(=[O:4])=[O:3], predict the reaction product. The product is: [NH2:18][C:16]1[CH:17]=[C:9]([O:8][CH2:7][CH2:6][CH2:5][S:2]([CH3:1])(=[O:4])=[O:3])[CH:10]=[C:11]2[C:15]=1[NH:14][C:13]([C:21]([O:23][CH2:24][CH3:25])=[O:22])=[CH:12]2. (5) Given the reactants [H-].[Na+].[NH2:3][C:4]1[N:5]=[N:6][CH:7]=[CH:8][CH:9]=1.[N+](C1C=CC([O:19][C:20]([N:22]2[CH2:25][CH:24]([O:26][C:27]3[CH:32]=[CH:31][C:30]([I:33])=[CH:29][N:28]=3)[CH2:23]2)=O)=CC=1)([O-])=O.C(=O)(O)[O-].[Na+], predict the reaction product. The product is: [N:6]1[CH:7]=[CH:8][CH:9]=[C:4]([NH:3][C:20]([N:22]2[CH2:23][CH:24]([O:26][C:27]3[CH:32]=[CH:31][C:30]([I:33])=[CH:29][N:28]=3)[CH2:25]2)=[O:19])[N:5]=1. (6) Given the reactants [NH2:1][C:2]1[C:3]([C:12]([NH:14][C:15]2([C:25]([O:27][CH3:28])=[O:26])[CH2:24][CH2:23][CH2:22][CH2:21][CH2:20][CH2:19][CH2:18][CH2:17][CH2:16]2)=[O:13])=[CH:4][C:5]2[C:10]([CH:11]=1)=[CH:9][CH:8]=[CH:7][CH:6]=2.[CH3:29][C:30]1[CH:35]=[C:34]([CH3:36])[CH:33]=[C:32]([CH3:37])[C:31]=1[N:38]=[C:39]=[O:40], predict the reaction product. The product is: [CH3:37][C:32]1[CH:33]=[C:34]([CH3:36])[CH:35]=[C:30]([CH3:29])[C:31]=1[NH:38][C:39]([NH:1][C:2]1[C:3]([C:12]([NH:14][C:15]2([C:25]([O:27][CH3:28])=[O:26])[CH2:24][CH2:23][CH2:22][CH2:21][CH2:20][CH2:19][CH2:18][CH2:17][CH2:16]2)=[O:13])=[CH:4][C:5]2[C:10]([CH:11]=1)=[CH:9][CH:8]=[CH:7][CH:6]=2)=[O:40].